From a dataset of Full USPTO retrosynthesis dataset with 1.9M reactions from patents (1976-2016). Predict the reactants needed to synthesize the given product. (1) Given the product [O:27]1[CH2:28][CH2:29][CH2:30][CH2:31][CH:26]1[N:23]1[C:19]2=[N:20][CH:21]=[N:22][C:17]([O:8][C:5]3[CH:6]=[CH:7][C:2]([NH2:1])=[CH:3][CH:4]=3)=[C:18]2[CH:25]=[N:24]1, predict the reactants needed to synthesize it. The reactants are: [NH2:1][C:2]1[CH:7]=[CH:6][C:5]([OH:8])=[CH:4][CH:3]=1.CN(C=O)C.[H-].[Na+].Cl[C:17]1[N:22]=[CH:21][N:20]=[C:19]2[N:23]([CH:26]3[CH2:31][CH2:30][CH2:29][CH2:28][O:27]3)[N:24]=[CH:25][C:18]=12. (2) Given the product [Cl:1][C:2]1[C:7]([C:8]([F:11])([F:9])[F:10])=[CH:6][CH:5]=[CH:4][C:3]=1[C:12]([N:14]1[CH2:19][CH2:18][N:17]([CH2:20][C:21]2[CH:31]=[CH:30][N:29]=[CH:28][CH:27]=2)[C:16](=[O:22])[CH2:15]1)=[O:13], predict the reactants needed to synthesize it. The reactants are: [Cl:1][C:2]1[C:7]([C:8]([F:11])([F:10])[F:9])=[CH:6][CH:5]=[CH:4][C:3]=1[C:12]([N:14]1[CH2:19][CH2:18][N:17]([CH2:20][CH3:21])[C:16](=[O:22])[CH2:15]1)=[O:13].Cl.BrCC1[CH:31]=[CH:30][N:29]=[CH:28][CH:27]=1. (3) Given the product [CH3:1][O:2][C:3](=[O:14])[CH2:4][C:5]1[C:13]2[C:8](=[CH:9][CH:10]=[CH:11][CH:12]=2)[N:7]([CH2:17][CH2:18][CH2:19][CH3:20])[CH:6]=1, predict the reactants needed to synthesize it. The reactants are: [CH3:1][O:2][C:3](=[O:14])[CH2:4][C:5]1[C:13]2[C:8](=[CH:9][CH:10]=[CH:11][CH:12]=2)[NH:7][CH:6]=1.[H-].[Na+].[CH2:17](I)[CH2:18][CH2:19][CH3:20].Cl. (4) Given the product [ClH:1].[Cl:1][C:2]1[CH:3]=[C:4]([C@@H:8]2[O:9][CH2:10][CH2:11][N:12]([CH2:14][C@H:15]([O:20][C:32](=[O:33])[NH:31][C:28]3[CH:29]=[CH:30][C:25]([Cl:24])=[C:26]([F:34])[CH:27]=3)[C:16]([F:18])([F:19])[F:17])[CH2:13]2)[CH:5]=[CH:6][CH:7]=1, predict the reactants needed to synthesize it. The reactants are: [Cl:1][C:2]1[CH:3]=[C:4]([CH:8]2[CH2:13][N:12]([CH2:14][C@H:15]([OH:20])[C:16]([F:19])([F:18])[F:17])[CH2:11][CH2:10][O:9]2)[CH:5]=[CH:6][CH:7]=1.ClCCl.[Cl:24][C:25]1[CH:30]=[CH:29][C:28]([N:31]=[C:32]=[O:33])=[CH:27][C:26]=1[F:34]. (5) Given the product [Cl:10][C:11]1[C:16]([C:17]2([F:7])[CH2:20][CH2:19][CH2:18]2)=[CH:15][CH:14]=[C:13]([CH3:22])[N:12]=1, predict the reactants needed to synthesize it. The reactants are: C(N(S(F)(F)[F:7])CC)C.[Cl:10][C:11]1[C:16]([C:17]2(O)[CH2:20][CH2:19][CH2:18]2)=[CH:15][CH:14]=[C:13]([CH3:22])[N:12]=1. (6) Given the product [CH:33]1([CH2:32][N:29]2[CH:30]=[CH:31][C:26]([C:3]3[CH:4]=[CH:5][C:6]([O:8][C:9]4[CH:14]=[CH:13][N:12]=[C:11]([CH3:15])[C:10]=4[CH3:16])=[CH:7][C:2]=3[F:1])=[C:27]([C:37]#[N:38])[C:28]2=[O:36])[CH2:34][CH2:35]1, predict the reactants needed to synthesize it. The reactants are: [F:1][C:2]1[CH:7]=[C:6]([O:8][C:9]2[CH:14]=[CH:13][N:12]=[C:11]([CH3:15])[C:10]=2[CH3:16])[CH:5]=[CH:4][C:3]=1B(O)O.C([O-])(O)=O.[Na+].Br[C:26]1[CH:31]=[CH:30][N:29]([CH2:32][CH:33]2[CH2:35][CH2:34]2)[C:28](=[O:36])[C:27]=1[C:37]#[N:38].